Dataset: Peptide-MHC class I binding affinity with 185,985 pairs from IEDB/IMGT. Task: Regression. Given a peptide amino acid sequence and an MHC pseudo amino acid sequence, predict their binding affinity value. This is MHC class I binding data. The binding affinity (normalized) is 0.0847. The peptide sequence is KRVVASLMR. The MHC is HLA-B48:01 with pseudo-sequence HLA-B48:01.